This data is from Reaction yield outcomes from USPTO patents with 853,638 reactions. The task is: Predict the reaction yield, written as a fraction of the theoretical maximum amount of product (1.0 means a 100% yield; for example, 0.34 means a 34% yield). (1) The reactants are [NH:1]1[C:9]2[C:4](=[CH:5][CH:6]=[CH:7][CH:8]=2)[C:3]([C:10](=[O:18])[CH2:11][N:12]2[CH2:17][CH2:16][CH2:15][CH2:14][CH2:13]2)=[CH:2]1.[H-].[Na+].[F:21][C:22]1[CH:41]=[CH:40][C:25]([CH2:26][NH:27][C:28]([C:30]2[CH:35]=[CH:34][C:33]([S:36](Cl)(=[O:38])=[O:37])=[CH:32][CH:31]=2)=[O:29])=[CH:24][CH:23]=1. The catalyst is CN(C=O)C. The product is [F:21][C:22]1[CH:23]=[CH:24][C:25]([CH2:26][NH:27][C:28](=[O:29])[C:30]2[CH:35]=[CH:34][C:33]([S:36]([N:1]3[C:9]4[C:4](=[CH:5][CH:6]=[CH:7][CH:8]=4)[C:3]([C:10](=[O:18])[CH2:11][N:12]4[CH2:13][CH2:14][CH2:15][CH2:16][CH2:17]4)=[CH:2]3)(=[O:37])=[O:38])=[CH:32][CH:31]=2)=[CH:40][CH:41]=1. The yield is 0.570. (2) The reactants are [CH3:1][O:2][C:3]1[C:14]2=[C:15]3[N:10]([CH2:11][CH2:12][CH2:13]2)[CH2:9][CH2:8][CH2:7][C:6]3=[CH:5][C:4]=1[CH:16]=[CH:17][C:18]1[S:22][C:21]([CH:23]=O)=[CH:20][CH:19]=1.[C:25]([C:27]1[C:28](=[C:38]([C:41]#[N:42])[C:39]#[N:40])[O:29][C:30]([CH3:37])([C:33]([F:36])([F:35])[F:34])[C:31]=1[CH3:32])#[N:26]. The catalyst is C(O)C.O1CCCC1. The product is [C:25]([C:27]1[C:28](=[C:38]([C:39]#[N:40])[C:41]#[N:42])[O:29][C:30]([CH3:37])([C:33]([F:36])([F:34])[F:35])[C:31]=1[CH:32]=[CH:23][C:21]1[S:22][C:18]([CH:17]=[CH:16][C:4]2[CH:5]=[C:6]3[C:15]4[N:10]([CH2:9][CH2:8][CH2:7]3)[CH2:11][CH2:12][CH2:13][C:14]=4[C:3]=2[O:2][CH3:1])=[CH:19][CH:20]=1)#[N:26]. The yield is 0.781. (3) No catalyst specified. The reactants are Cl[C:2]1[N:3]=[C:4]2[C:9](=[CH:10][CH:11]=1)[N:8]=[CH:7][C:6]([C:12]([CH:14]1[CH2:16][CH2:15]1)=[O:13])=[C:5]2[NH:17][C:18]1[CH:19]=[CH:20][C:21]([N:24]2[CH2:29][CH2:28][CH2:27][C@H:26]([NH:30][C:31](=[O:37])[O:32][C:33]([CH3:36])([CH3:35])[CH3:34])[CH2:25]2)=[N:22][CH:23]=1.[Cl:38][C:39]1[CH:44]=[C:43](B2OC(C)(C)C(C)(C)O2)[CH:42]=[C:41]([F:54])[C:40]=1[OH:55]. The product is [C:33]([O:32][C:31](=[O:37])[NH:30][C@H:26]1[CH2:27][CH2:28][CH2:29][N:24]([C:21]2[CH:20]=[CH:19][C:18]([NH:17][C:5]3[C:4]4[C:9](=[CH:10][CH:11]=[C:2]([C:43]5[CH:42]=[C:41]([F:54])[C:40]([OH:55])=[C:39]([Cl:38])[CH:44]=5)[N:3]=4)[N:8]=[CH:7][C:6]=3[C:12]([CH:14]3[CH2:15][CH2:16]3)=[O:13])=[CH:23][N:22]=2)[CH2:25]1)([CH3:36])([CH3:34])[CH3:35]. The yield is 0.630. (4) The yield is 0.930. The reactants are [CH:1]1[C:10]2[C:5](=[CH:6][CH:7]=[CH:8][CH:9]=2)[CH:4]=[CH:3][C:2]=1[CH:11]([CH3:15])[C:12]([OH:14])=O.C(Cl)(C(Cl)=O)=O.[CH2:22]([O:24][C:25]([N:27]1[C:31]2[CH2:32][N:33]([C:35]([O:37][C:38]([CH3:41])([CH3:40])[CH3:39])=[O:36])[CH2:34][C:30]=2[C:29]([NH2:42])=[N:28]1)=[O:26])[CH3:23].CCN(C(C)C)C(C)C. The product is [CH2:22]([O:24][C:25]([N:27]1[C:31]2[CH2:32][N:33]([C:35]([O:37][C:38]([CH3:41])([CH3:40])[CH3:39])=[O:36])[CH2:34][C:30]=2[C:29]([NH:42][C:12](=[O:14])[CH:11]([C:2]2[CH:3]=[CH:4][C:5]3[C:10](=[CH:9][CH:8]=[CH:7][CH:6]=3)[CH:1]=2)[CH3:15])=[N:28]1)=[O:26])[CH3:23]. The catalyst is C(Cl)Cl.CN(C=O)C.C1COCC1.C(OCC)(=O)C.C1CCCCC1. (5) The reactants are [F:1][C:2]1([F:10])[CH2:7][CH2:6][CH:5]([CH2:8][OH:9])[CH2:4][CH2:3]1.[H-].[Na+].[CH:13]1([C:16]2[C:17](F)=[CH:18][C:19]([F:24])=[C:20]([CH:23]=2)[C:21]#[N:22])[CH2:15][CH2:14]1. The catalyst is CN(C=O)C.O. The product is [CH:13]1([C:16]2[C:17]([O:9][CH2:8][CH:5]3[CH2:6][CH2:7][C:2]([F:10])([F:1])[CH2:3][CH2:4]3)=[CH:18][C:19]([F:24])=[C:20]([CH:23]=2)[C:21]#[N:22])[CH2:14][CH2:15]1. The yield is 0.410. (6) The reactants are Br[C:2]1[CH:3]=[CH:4][C:5]([O:8][C:9]2[CH:21]=[CH:20][C:12]([CH2:13][NH:14][CH2:15][CH2:16][CH:17]([CH3:19])[CH3:18])=[CH:11][CH:10]=2)=[N:6][CH:7]=1.[C:22]([NH2:25])(=[O:24])[CH3:23].N[C@@H]1CCCC[C@H]1N.C([O-])([O-])=O.[K+].[K+]. The catalyst is O1CCOCC1.[Cu]I. The product is [CH3:18][CH:17]([CH3:19])[CH2:16][CH2:15][NH:14][CH2:13][C:12]1[CH:20]=[CH:21][C:9]([O:8][C:5]2[N:6]=[CH:7][C:2]([NH:25][C:22](=[O:24])[CH3:23])=[CH:3][CH:4]=2)=[CH:10][CH:11]=1. The yield is 0.0500. (7) The reactants are [CH3:1][O:2][C:3]1[CH:4]=[C:5]2[C:10](=[CH:11][C:12]=1[O:13][CH3:14])[N:9]=[CH:8][CH:7]=[C:6]2[O:15][C:16]1[CH:21]=[CH:20][C:19]([CH2:22][C:23](O)=[O:24])=[CH:18][CH:17]=1.[C:26]1([C:32]2[CH2:36][CH2:35][NH:34][N:33]=2)[CH:31]=[CH:30][CH:29]=[CH:28][CH:27]=1.C(Cl)CCl. The catalyst is CN(C=O)C.CCOC(C)=O. The product is [CH3:1][O:2][C:3]1[CH:4]=[C:5]2[C:10](=[CH:11][C:12]=1[O:13][CH3:14])[N:9]=[CH:8][CH:7]=[C:6]2[O:15][C:16]1[CH:21]=[CH:20][C:19]([CH2:22][C:23]([N:34]2[CH2:35][CH2:36][C:32]([C:26]3[CH:27]=[CH:28][CH:29]=[CH:30][CH:31]=3)=[N:33]2)=[O:24])=[CH:18][CH:17]=1. The yield is 0.0800. (8) The reactants are [S:1]1[CH2:6][CH2:5][CH:4]=[C:3]([C:7]([O-:9])=[O:8])[CH2:2]1.[CH3:10]O. The catalyst is [Pd].C. The product is [S:1]1[CH:6]=[CH:5][CH:4]=[C:3]([C:7]([O:9][CH3:10])=[O:8])[CH2:2]1. The yield is 0.960.